Dataset: Forward reaction prediction with 1.9M reactions from USPTO patents (1976-2016). Task: Predict the product of the given reaction. (1) Given the reactants [C:1]1([C:7]2[C:8]([C:18]3[CH:25]=[CH:24][C:21]([CH:22]=[O:23])=[CH:20][CH:19]=3)=[N:9][C:10]3[N:11]([N:13]=[CH:14][C:15]=3[CH:16]=[CH2:17])[CH:12]=2)[CH:6]=[CH:5][CH:4]=[CH:3][CH:2]=1, predict the reaction product. The product is: [CH2:16]([C:15]1[CH:14]=[N:13][N:11]2[CH:12]=[C:7]([C:1]3[CH:2]=[CH:3][CH:4]=[CH:5][CH:6]=3)[C:8]([C:18]3[CH:19]=[CH:20][C:21]([CH:22]=[O:23])=[CH:24][CH:25]=3)=[N:9][C:10]=12)[CH3:17]. (2) Given the reactants ClC(OC1C=CC([N+]([O-])=O)=CC=1)=[O:3].C[CH2:15][N:16]([CH:20](C)C)C(C)C.[C:23]([O:27][C:28](=[O:43])[N:29]([CH2:33][C:34]1[CH:39]=[C:38]([CH2:40][OH:41])[CH:37]=[CH:36][C:35]=1[Cl:42])[CH:30]1[CH2:32][CH2:31]1)([CH3:26])([CH3:25])[CH3:24].CN, predict the reaction product. The product is: [C:23]([O:27][C:28](=[O:43])[N:29]([CH2:33][C:34]1[CH:39]=[C:38]([CH2:40][O:41][C:15](=[O:3])[NH:16][CH3:20])[CH:37]=[CH:36][C:35]=1[Cl:42])[CH:30]1[CH2:31][CH2:32]1)([CH3:26])([CH3:24])[CH3:25]. (3) Given the reactants [Cl:1][C:2]1[CH:3]=[C:4]([N:20]2[C:28](=[O:29])[C:27]3[C:22](=[CH:23][CH:24]=[CH:25][CH:26]=3)[C:21]2=[O:30])[CH:5]=[C:6]([Cl:19])[C:7]=1[CH2:8][C:9]1[CH:14]=[C:13]([CH:15]([CH3:17])[CH3:16])[C:12](=[O:18])[NH:11][N:10]=1.[CH3:31]OC(OC)N(C)C, predict the reaction product. The product is: [Cl:1][C:2]1[CH:3]=[C:4]([N:20]2[C:28](=[O:29])[C:27]3[C:22](=[CH:23][CH:24]=[CH:25][CH:26]=3)[C:21]2=[O:30])[CH:5]=[C:6]([Cl:19])[C:7]=1[CH2:8][C:9]1[CH:14]=[C:13]([CH:15]([CH3:17])[CH3:16])[C:12](=[O:18])[N:11]([CH3:31])[N:10]=1. (4) Given the reactants Cl.[Cl:2][C:3]1[CH:4]=[CH:5][C:6]([CH2:9][CH2:10][N:11]2[CH2:16][CH2:15][N:14]([C:17]3[CH:22]=[CH:21][C:20]4[C:23]5[CH2:24][NH:25][CH2:26][CH2:27][CH2:28][C:29]=5[O:30][C:19]=4[CH:18]=3)[C:13](=[O:31])[CH2:12]2)=[N:7][CH:8]=1.C=O.[C:34](O[BH-](OC(=O)C)OC(=O)C)(=O)C.[Na+], predict the reaction product. The product is: [Cl:2][C:3]1[CH:4]=[CH:5][C:6]([CH2:9][CH2:10][N:11]2[CH2:16][CH2:15][N:14]([C:17]3[CH:22]=[CH:21][C:20]4[C:23]5[CH2:24][N:25]([CH3:34])[CH2:26][CH2:27][CH2:28][C:29]=5[O:30][C:19]=4[CH:18]=3)[C:13](=[O:31])[CH2:12]2)=[N:7][CH:8]=1. (5) Given the reactants [Cl:1][C:2]1[CH:3]=[C:4]([NH:13][CH2:14][CH:15]([CH3:17])[CH3:16])[C:5]([CH3:12])=[C:6]([CH:11]=1)[C:7]([O:9][CH3:10])=[O:8].C(=O)([O-])[O-].[Cs+].[Cs+].[CH2:24](I)[CH3:25], predict the reaction product. The product is: [Cl:1][C:2]1[CH:3]=[C:4]([N:13]([CH2:24][CH3:25])[CH2:14][CH:15]([CH3:17])[CH3:16])[C:5]([CH3:12])=[C:6]([CH:11]=1)[C:7]([O:9][CH3:10])=[O:8]. (6) Given the reactants [CH2:1]([C@@H:8]1[CH2:12][O:11][C:10](=[O:13])[NH:9]1)[C:2]1[CH:7]=[CH:6][CH:5]=[CH:4][CH:3]=1.C([Li])CCC.[CH3:19][O:20][C:21]1[CH:22]=[C:23]([CH2:29][C:30](Cl)=[O:31])[CH:24]=[C:25]([O:27][CH3:28])[CH:26]=1.CCCCCC, predict the reaction product. The product is: [CH2:1]([C@@H:8]1[CH2:12][O:11][C:10](=[O:13])[N:9]1[C:30](=[O:31])[CH2:29][C:23]1[CH:22]=[C:21]([O:20][CH3:19])[CH:26]=[C:25]([O:27][CH3:28])[CH:24]=1)[C:2]1[CH:3]=[CH:4][CH:5]=[CH:6][CH:7]=1.